Dataset: Reaction yield outcomes from USPTO patents with 853,638 reactions. Task: Predict the reaction yield, written as a fraction of the theoretical maximum amount of product (1.0 means a 100% yield; for example, 0.34 means a 34% yield). (1) The reactants are [Br:1][C:2]1[C:10]([F:11])=[CH:9][CH:8]=[CH:7][C:3]=1[C:4](O)=[O:5].C1CN([P+]([O:28][N:29]2N=NC3C=CC=C[C:30]2=3)(N2CCCC2)N2CCCC2)CC1.F[P-](F)(F)(F)(F)F.[CH3:45]CN(C(C)C)C(C)C. The catalyst is C(Cl)Cl. The product is [Br:1][C:2]1[C:10]([F:11])=[CH:9][CH:8]=[CH:7][C:3]=1[C:4]([N:29]([O:28][CH3:45])[CH3:30])=[O:5]. The yield is 0.750. (2) No catalyst specified. The product is [C:32]([C:29]1[CH:30]=[C:31]2[C:26](=[CH:27][C:28]=1[O:34][CH2:35][C:36]1[CH:41]=[CH:40][CH:39]=[CH:38][CH:37]=1)[N:25]=[CH:24][CH:23]=[C:22]2[O:19][C:16]1[CH:17]=[CH:18][C:13]([NH:12][C:10]([NH:9][C:3]2[CH:4]=[CH:5][C:6]([F:8])=[CH:7][C:2]=2[F:1])=[O:11])=[C:14]([F:20])[CH:15]=1)#[N:33]. The reactants are [F:1][C:2]1[CH:7]=[C:6]([F:8])[CH:5]=[CH:4][C:3]=1[NH:9][C:10]([NH:12][C:13]1[CH:18]=[CH:17][C:16]([OH:19])=[CH:15][C:14]=1[F:20])=[O:11].Cl[C:22]1[C:31]2[C:26](=[CH:27][C:28]([O:34][CH2:35][C:36]3[CH:41]=[CH:40][CH:39]=[CH:38][CH:37]=3)=[C:29]([C:32]#[N:33])[CH:30]=2)[N:25]=[CH:24][CH:23]=1. The yield is 0.161. (3) The product is [C:45]([C@:6]12[C:11](=[O:12])[C@:10]([CH2:13][CH:14]=[C:15]([CH3:17])[CH3:16])([CH2:9][C@H:8]([O:18][CH2:19][O:20][CH3:21])[C@@:7]1([CH3:28])[CH2:22][CH2:23][CH:24]=[C:25]([CH3:27])[CH3:26])[C:3]([O:2][CH3:1])=[CH:4][C:5]2=[O:29])(=[O:49])[CH:46]([CH3:48])[CH3:47]. The catalyst is C1COCC1. The yield is 0.530. The reactants are [CH3:1][O:2][C:3]1[C@:10]2([CH2:13][CH:14]=[C:15]([CH3:17])[CH3:16])[C:11](=[O:12])[C@@H:6]([C@:7]([CH3:28])([CH2:22][CH2:23][CH:24]=[C:25]([CH3:27])[CH3:26])[C@@H:8]([O:18][CH2:19][O:20][CH3:21])[CH2:9]2)[C:5](=[O:29])[C:4]=1[Si](C)(C)C.[Li]N1C(C)(C)CCCC1(C)C.[C:45](Cl)(=[O:49])[CH:46]([CH3:48])[CH3:47].CCCC[N+](CCCC)(CCCC)CCCC.[F-]. (4) The reactants are [Cl:1][C:2]1[CH:3]=[N:4][CH:5]=[C:6]([Cl:10])[C:7]=1[CH:8]=[O:9].[BH4-].[Na+]. The catalyst is CO. The product is [Cl:1][C:2]1[CH:3]=[N:4][CH:5]=[C:6]([Cl:10])[C:7]=1[CH2:8][OH:9]. The yield is 0.780. (5) The reactants are Cl.C([N:15]1[CH2:18][C@@H:17]([NH:19][C:20](=[O:25])[C:21]([F:24])([F:23])[F:22])[C@@H:16]1[CH3:26])(C1C=CC=CC=1)C1C=CC=CC=1. The catalyst is CO.[OH-].[OH-].[Pd+2]. The product is [F:24][C:21]([F:22])([F:23])[C:20]([NH:19][C@@H:17]1[CH2:18][NH:15][C@H:16]1[CH3:26])=[O:25]. The yield is 0.990. (6) The reactants are [C:1]1([OH:12])[C:10]2[CH:9]=[CH:8][CH:7]=[C:6]([OH:11])[C:5]=2[CH:4]=[CH:3][CH:2]=1.C(N(CC)CC)C.[F:20][C:21]([F:34])([F:33])[S:22](O[S:22]([C:21]([F:34])([F:33])[F:20])(=[O:24])=[O:23])(=[O:24])=[O:23]. The catalyst is ClCCl.C(OCC)(=O)C. The product is [F:20][C:21]([F:34])([F:33])[S:22]([O:12][C:1]1[CH:2]=[CH:3][CH:4]=[C:5]2[C:10]=1[CH:9]=[CH:8][CH:7]=[C:6]2[O:11][S:22]([C:21]([F:20])([F:33])[F:34])(=[O:23])=[O:24])(=[O:24])=[O:23]. The yield is 0.480. (7) The reactants are CO[C:3]([CH:5]1[CH2:10][CH2:9][CH2:8][CH2:7][CH2:6]1)=[O:4].O.[NH2:12][NH2:13].C([SiH]([CH2:19][CH3:20])CC)C.[CH3:21]O. The catalyst is CC(C)=O. The product is [CH:19]([NH:12][NH:13][C:3]([CH:5]1[CH2:10][CH2:9][CH2:8][CH2:7][CH2:6]1)=[O:4])([CH3:20])[CH3:21]. The yield is 0.610.